Regression. Given a peptide amino acid sequence and an MHC pseudo amino acid sequence, predict their binding affinity value. This is MHC class I binding data. From a dataset of Peptide-MHC class I binding affinity with 185,985 pairs from IEDB/IMGT. (1) The peptide sequence is TPTIEDDKI. The MHC is HLA-B35:01 with pseudo-sequence HLA-B35:01. The binding affinity (normalized) is 0.0214. (2) The peptide sequence is AEWVLAYML. The MHC is HLA-B44:02 with pseudo-sequence HLA-B44:02. The binding affinity (normalized) is 0.757. (3) The peptide sequence is GHGTVVLEL. The MHC is HLA-A02:01 with pseudo-sequence HLA-A02:01. The binding affinity (normalized) is 0.0847. (4) The peptide sequence is LIPETVPYI. The MHC is HLA-A02:02 with pseudo-sequence HLA-A02:02. The binding affinity (normalized) is 0.661. (5) The peptide sequence is KEHKGVGFL. The MHC is HLA-B40:01 with pseudo-sequence HLA-B40:01. The binding affinity (normalized) is 0.683.